This data is from Catalyst prediction with 721,799 reactions and 888 catalyst types from USPTO. The task is: Predict which catalyst facilitates the given reaction. (1) Reactant: [Cl:1][C:2]1[CH:7]=[C:6]([N+:8]([O-:10])=[O:9])[CH:5]=[CH:4][C:3]=1F.[OH:12][C:13]1[CH:14]=[C:15]([C:19](=[O:24])[C:20]([CH3:23])([CH3:22])[CH3:21])[CH:16]=[CH:17][CH:18]=1.C(=O)([O-])[O-].[K+].[K+]. Product: [Cl:1][C:2]1[CH:7]=[C:6]([N+:8]([O-:10])=[O:9])[CH:5]=[CH:4][C:3]=1[O:12][C:13]1[CH:14]=[C:15]([C:19](=[O:24])[C:20]([CH3:22])([CH3:21])[CH3:23])[CH:16]=[CH:17][CH:18]=1. The catalyst class is: 9. (2) Reactant: [NH2:1][C@H:2]1[C:11]2[C:6](=[CH:7][N:8]=[CH:9][CH:10]=2)[N:5]([C:12](=[O:14])[CH3:13])[C@@H:4]([CH2:15][CH2:16][CH3:17])[C@@H:3]1[CH3:18].CN([C:22]1[C:27]([C:22]2[C:27](P(C3CCCCC3)C3CCCCC3)=[CH:26][CH:25]=[CH:24][CH:23]=2)=[CH:26][CH:25]=[CH:24][CH:23]=1)C.CC(C)([O-])C.[Na+].BrC1C=CC=CC=1. Product: [CH3:18][C@@H:3]1[C@@H:2]([NH:1][C:22]2[CH:27]=[CH:26][CH:25]=[CH:24][CH:23]=2)[C:11]2[C:6](=[CH:7][N:8]=[CH:9][CH:10]=2)[N:5]([C:12](=[O:14])[CH3:13])[C@H:4]1[CH2:15][CH2:16][CH3:17]. The catalyst class is: 62. (3) Reactant: [NH:1]1[CH2:6][CH2:5][CH2:4][C@H:3]([NH:7][C:8](=[O:14])[O:9][C:10]([CH3:13])([CH3:12])[CH3:11])[CH2:2]1.[CH:15](=O)[C:16]1[CH:21]=[CH:20][CH:19]=[CH:18][CH:17]=1.[BH-](OC(C)=O)(OC(C)=O)OC(C)=O.[Na+].O. Product: [CH2:15]([N:1]1[CH2:6][CH2:5][CH2:4][C@H:3]([NH:7][C:8](=[O:14])[O:9][C:10]([CH3:11])([CH3:13])[CH3:12])[CH2:2]1)[C:16]1[CH:21]=[CH:20][CH:19]=[CH:18][CH:17]=1. The catalyst class is: 2. (4) Reactant: [CH:1]1([C:11]([OH:13])=[O:12])[C:10]2[C:5](=[CH:6][CH:7]=[CH:8][CH:9]=2)[CH2:4][CH2:3][NH:2]1.C(N(CC)CC)C.[C:21]([O:25][C:26](ON=C(C1C=CC=CC=1)C#N)=[O:27])([CH3:24])([CH3:23])[CH3:22]. Product: [C:21]([O:25][C:26]([N:2]1[CH2:3][CH2:4][C:5]2[C:10](=[CH:9][CH:8]=[CH:7][CH:6]=2)[CH:1]1[C:11]([OH:13])=[O:12])=[O:27])([CH3:24])([CH3:23])[CH3:22]. The catalyst class is: 12. (5) Reactant: C(OC(=O)[NH:7][CH2:8][CH2:9][CH2:10][NH:11][C:12]1[C:21]2[CH2:20][CH2:19][CH2:18][C:17]3[CH:22]=[C:23]([N:26]4[CH2:30][C@H:29]([CH2:31][NH:32][C:33](=[O:35])[CH3:34])[O:28][C:27]4=[O:36])[CH:24]=[CH:25][C:16]=3[C:15]=2[NH:14][N:13]=1)(C)(C)C.C(Cl)(=O)C. Product: [NH2:7][CH2:8][CH2:9][CH2:10][NH:11][C:12]1[C:21]2[CH2:20][CH2:19][CH2:18][C:17]3[CH:22]=[C:23]([N:26]4[CH2:30][C@H:29]([CH2:31][NH:32][C:33](=[O:35])[CH3:34])[O:28][C:27]4=[O:36])[CH:24]=[CH:25][C:16]=3[C:15]=2[NH:14][N:13]=1. The catalyst class is: 5.